From a dataset of Reaction yield outcomes from USPTO patents with 853,638 reactions. Predict the reaction yield, written as a fraction of the theoretical maximum amount of product (1.0 means a 100% yield; for example, 0.34 means a 34% yield). (1) The catalyst is CO. The product is [NH2:19][C:12]([C:9]1[CH:8]=[CH:7][C:6]([O:5][CH2:1][CH2:2][CH2:3][CH3:4])=[CH:11][CH:10]=1)([CH3:18])[CH2:13][C:14]([O:16][CH3:17])=[O:15]. The reactants are [CH2:1]([O:5][C:6]1[CH:11]=[CH:10][C:9]([C:12]([NH:19]S(C(C)(C)C)=O)([CH3:18])[CH2:13][C:14]([O:16][CH3:17])=[O:15])=[CH:8][CH:7]=1)[CH2:2][CH2:3][CH3:4].Cl. The yield is 0.970. (2) The reactants are O.Cl.[NH:3]1[CH2:8][CH2:7][C:6](=[O:9])[CH2:5][CH2:4]1.C(N(CC)CC)C.[F:17][C:18]([F:29])([F:28])[C:19](O[C:19](=[O:20])[C:18]([F:29])([F:28])[F:17])=[O:20].O. The catalyst is ClCCl. The product is [F:17][C:18]([F:29])([F:28])[C:19]([N:3]1[CH2:8][CH2:7][C:6](=[O:9])[CH2:5][CH2:4]1)=[O:20]. The yield is 1.00. (3) The reactants are [Br:1]Br.[Br:3][CH:4]([F:35])[C:5]([F:34])([F:33])[O:6][C:7]1[CH:12]=[CH:11][C:10]([C:13]2[C:14]([CH3:32])=[C:15]([C:18]3[N:22]([CH3:23])[N:21]=[C:20]([C:24]4[C:29]([F:30])=[CH:28][CH:27]=[CH:26][C:25]=4[Cl:31])[N:19]=3)[S:16][CH:17]=2)=[CH:9][CH:8]=1.C([O-])(O)=O.[Na+]. The catalyst is C(O)(=O)C. The product is [Br:1][C:17]1[S:16][C:15]([C:18]2[N:22]([CH3:23])[N:21]=[C:20]([C:24]3[C:29]([F:30])=[CH:28][CH:27]=[CH:26][C:25]=3[Cl:31])[N:19]=2)=[C:14]([CH3:32])[C:13]=1[C:10]1[CH:9]=[CH:8][C:7]([O:6][C:5]([F:34])([F:33])[CH:4]([Br:3])[F:35])=[CH:12][CH:11]=1. The yield is 0.770. (4) The reactants are [F:1][C:2]1[CH:8]=[CH:7][C:6]([F:9])=[CH:5][C:3]=1[NH2:4].[F:10][C:11]([F:24])([O:15][C:16]1[CH:17]=[C:18]([CH:21]=[CH:22][CH:23]=1)[CH:19]=O)[CH:12]([F:14])[F:13]. The catalyst is C1CCCCC1. The product is [F:1][C:2]1[CH:8]=[CH:7][C:6]([F:9])=[CH:5][C:3]=1[NH:4][CH2:19][C:18]1[CH:21]=[CH:22][CH:23]=[C:16]([O:15][C:11]([F:10])([F:24])[CH:12]([F:13])[F:14])[CH:17]=1. The yield is 0.860. (5) The reactants are C([NH:4][OH:5])(=O)C.C([O-])([O-])=O.[K+].[K+].F[C:13]1[CH:20]=[CH:19][C:18]([N:21]2[C:25]3[C:26](=[O:43])[N:27]([C:30]4[CH:35]=[CH:34][C:33]([N:36]5[CH2:41][CH2:40][CH2:39][CH2:38][C:37]5=[O:42])=[CH:32][CH:31]=4)[CH2:28][CH2:29][C:24]=3[C:23]([C:44]([F:47])([F:46])[F:45])=[N:22]2)=[CH:17][C:14]=1[C:15]#[N:16].C(O)(C(F)(F)F)=O. The catalyst is CN(C=O)C.O. The product is [NH2:16][C:15]1[C:14]2[CH:17]=[C:18]([N:21]3[C:25]4[C:26](=[O:43])[N:27]([C:30]5[CH:35]=[CH:34][C:33]([N:36]6[CH2:41][CH2:40][CH2:39][CH2:38][C:37]6=[O:42])=[CH:32][CH:31]=5)[CH2:28][CH2:29][C:24]=4[C:23]([C:44]([F:46])([F:45])[F:47])=[N:22]3)[CH:19]=[CH:20][C:13]=2[O:5][N:4]=1. The yield is 0.670. (6) The yield is 0.860. The catalyst is O. The product is [NH2:14][CH:5]1[CH2:4][C@@H:3]([C:22]2[CH:27]=[C:26]([F:28])[CH:25]=[C:24]([F:29])[C:23]=2[F:30])[C@@H:2]([CH3:1])[N:7]([CH2:8][C:9]([F:12])([F:11])[F:10])[C:6]1=[O:13]. The reactants are [CH3:1][C@H:2]1[N:7]([CH2:8][C:9]([F:12])([F:11])[F:10])[C:6](=[O:13])[CH:5]([NH:14]C(=O)OC(C)(C)C)[CH2:4][C@H:3]1[C:22]1[CH:27]=[C:26]([F:28])[CH:25]=[C:24]([F:29])[C:23]=1[F:30].O.C1(C)C=CC(S(O)(=O)=O)=CC=1.C(=O)([O-])[O-].[K+].[K+]. (7) The reactants are C[O:2][C:3](=[O:26])[C:4]([NH:6][C:7]1[CH:12]=[C:11]([Cl:13])[C:10]([O:14][C:15]2[N:16]=[N:17][C:18]([Cl:24])=[C:19]([CH:21]([CH3:23])[CH3:22])[CH:20]=2)=[C:9]([Cl:25])[CH:8]=1)=[O:5].[OH-].[Na+]. The catalyst is CO. The product is [Cl:13][C:11]1[CH:12]=[C:7]([NH:6][C:4](=[O:5])[C:3]([OH:26])=[O:2])[CH:8]=[C:9]([Cl:25])[C:10]=1[O:14][C:15]1[N:16]=[N:17][C:18]([Cl:24])=[C:19]([CH:21]([CH3:23])[CH3:22])[CH:20]=1. The yield is 0.980.